This data is from Forward reaction prediction with 1.9M reactions from USPTO patents (1976-2016). The task is: Predict the product of the given reaction. (1) Given the reactants [C:1]([C:3]1[CH:4]=[C:5]2[C:10](=[CH:11][CH:12]=1)[C:9](=[O:13])[CH2:8][CH2:7][CH2:6]2)#[N:2].[N-:14]=[N+:15]=[N-:16].[Na+].[Cl-].[NH4+].[Cl-].[Li+], predict the reaction product. The product is: [NH:2]1[C:1]([C:3]2[CH:4]=[C:5]3[C:10](=[CH:11][CH:12]=2)[C:9](=[O:13])[CH2:8][CH2:7][CH2:6]3)=[N:16][N:15]=[N:14]1. (2) Given the reactants [CH2:1]=O.[C:3]([NH2:7])([CH3:6])([CH3:5])[CH3:4].[Cl:8][C:9]1[CH:14]=[CH:13][C:12]([C:15]2[C:20](O)=CC=[C:17]([C:22]3[CH:27]=[CH:26][C:25]([Cl:28])=[CH:24][CH:23]=3)[N:16]=2)=[CH:11][CH:10]=1.[CH2:29]([OH:32])[CH2:30][CH3:31], predict the reaction product. The product is: [C:3]([N:7]1[CH2:31][C:30]2[CH:20]=[C:15]([C:12]3[CH:11]=[CH:10][C:9]([Cl:8])=[CH:14][CH:13]=3)[N:16]=[C:17]([C:22]3[CH:27]=[CH:26][C:25]([Cl:28])=[CH:24][CH:23]=3)[C:29]=2[O:32][CH2:1]1)([CH3:6])([CH3:5])[CH3:4]. (3) The product is: [CH2:1]=[CH:2][CH2:3][CH2:4][CH2:5][CH2:6][CH3:7].[CH:2]([CH:3]1[CH2:8][CH2:7][CH2:6][CH2:5][CH2:4]1)=[CH2:1]. Given the reactants [CH2:1]=[CH:2][C:3]1[CH:8]=[CH:7][CH:6]=[CH:5][CH:4]=1, predict the reaction product.